From a dataset of Forward reaction prediction with 1.9M reactions from USPTO patents (1976-2016). Predict the product of the given reaction. (1) The product is: [NH2:1][C:2]([NH:4][C:5]1[CH:9]=[C:8]([C:10]2[CH:15]=[CH:14][CH:13]=[C:12]([O:16][CH2:21][CH2:22][N:23]3[CH2:27][CH2:26][CH2:25][CH2:24]3)[CH:11]=2)[S:7][C:6]=1[C:17]([NH2:19])=[O:18])=[O:3]. Given the reactants [NH2:1][C:2]([NH:4][C:5]1[CH:9]=[C:8]([C:10]2[CH:15]=[CH:14][CH:13]=[C:12]([OH:16])[CH:11]=2)[S:7][C:6]=1[C:17]([NH2:19])=[O:18])=[O:3].Cl[CH2:21][CH2:22][N:23]1[CH2:27][CH2:26][CH2:25][CH2:24]1, predict the reaction product. (2) Given the reactants [CH3:1][O:2][C:3](=[O:24])[C@H:4]([CH2:19][CH2:20][CH2:21][CH2:22][NH2:23])[NH:5][C:6](=[O:18])[CH:7]([CH3:17])[NH:8][C:9]1[CH:14]=[CH:13][C:12]([Cl:15])=[C:11]([Cl:16])[CH:10]=1.[C:25](O)(=[O:31])[CH2:26][CH2:27][CH2:28][CH2:29][CH3:30], predict the reaction product. The product is: [CH3:1][O:2][C:3](=[O:24])[C@H:4]([CH2:19][CH2:20][CH2:21][CH2:22][NH:23][C:25](=[O:31])[CH2:26][CH2:27][CH2:28][CH2:29][CH3:30])[NH:5][C:6](=[O:18])[CH:7]([CH3:17])[NH:8][C:9]1[CH:14]=[CH:13][C:12]([Cl:15])=[C:11]([Cl:16])[CH:10]=1. (3) Given the reactants Br[C:2]1[CH:3]=[C:4]2[O:27][CH2:26][CH2:25][C:5]2=[C:6]2[C:10]=1[NH:9][C:8]([C:11](=[O:14])[NH:12][CH3:13])=[C:7]2[CH2:15][CH2:16][NH:17][C:18](=[O:24])[O:19][C:20]([CH3:23])([CH3:22])[CH3:21].C(N(CC)CC)C.O1CCCC1, predict the reaction product. The product is: [CH3:13][NH:12][C:11]([C:8]1[NH:9][C:10]2[C:6]([C:7]=1[CH2:15][CH2:16][NH:17][C:18](=[O:24])[O:19][C:20]([CH3:23])([CH3:22])[CH3:21])=[C:5]1[CH2:25][CH2:26][O:27][C:4]1=[CH:3][CH:2]=2)=[O:14]. (4) Given the reactants [C-:1]#[N:2].[K+].CS(O[CH2:9][CH2:10][C:11]([C:23]1[C:31]2[C:26](=[C:27]([CH2:32][S:33][CH3:34])[CH:28]=[CH:29][CH:30]=2)[NH:25][CH:24]=1)([C:13]1[CH:18]=[CH:17][C:16]([C:19]([F:22])([F:21])[F:20])=[CH:15][CH:14]=1)[CH3:12])(=O)=O.O.ClCCl, predict the reaction product. The product is: [CH3:34][S:33][CH2:32][C:27]1[CH:28]=[CH:29][CH:30]=[C:31]2[C:26]=1[NH:25][CH:24]=[C:23]2[C:11]([C:13]1[CH:18]=[CH:17][C:16]([C:19]([F:20])([F:22])[F:21])=[CH:15][CH:14]=1)([CH3:12])[CH2:10][CH2:9][C:1]#[N:2]. (5) Given the reactants Br[C:2]1[CH:3]=[C:4]([O:12][C@@H:13]([C@H:15]2[CH2:19][NH:18][C:17](=[O:20])[CH2:16]2)[CH3:14])[C:5]2[C:9]([CH:10]=1)=[N:8][N:7]([CH3:11])[CH:6]=2.[O:21]1[CH2:26][CH2:25][N:24]([C:27]2[CH:32]=[CH:31][C:30](B(O)O)=[CH:29][CH:28]=2)[CH2:23][CH2:22]1.C(=O)([O-])[O-].[Na+].[Na+], predict the reaction product. The product is: [CH3:11][N:7]1[CH:6]=[C:5]2[C:9]([CH:10]=[C:2]([C:30]3[CH:29]=[CH:28][C:27]([N:24]4[CH2:23][CH2:22][O:21][CH2:26][CH2:25]4)=[CH:32][CH:31]=3)[CH:3]=[C:4]2[O:12][C@@H:13]([C@H:15]2[CH2:19][NH:18][C:17](=[O:20])[CH2:16]2)[CH3:14])=[N:8]1. (6) Given the reactants Br[C:2]1[CH:3]=[CH:4][C:5]2[N:6]([CH:22]=1)[C:7](=[O:21])[CH:8]=[C:9]([C:11]1[CH:16]=[CH:15][C:14]([O:17][CH3:18])=[C:13]([O:19][CH3:20])[CH:12]=1)[N:10]=2.CC1(C)C(C)(C)OB([C:31]2[CH2:36][CH2:35][N:34]([C:37]([O:39][C:40]([CH3:43])([CH3:42])[CH3:41])=[O:38])[CH2:33][CH:32]=2)O1.C(=O)([O-])[O-].[K+].[K+], predict the reaction product. The product is: [CH3:20][O:19][C:13]1[CH:12]=[C:11]([C:9]2[N:10]=[C:5]3[CH:4]=[CH:3][C:2]([C:31]4[CH2:36][CH2:35][N:34]([C:37]([O:39][C:40]([CH3:43])([CH3:42])[CH3:41])=[O:38])[CH2:33][CH:32]=4)=[CH:22][N:6]3[C:7](=[O:21])[CH:8]=2)[CH:16]=[CH:15][C:14]=1[O:17][CH3:18]. (7) Given the reactants C([O:5][C:6](=[O:37])[CH2:7][CH2:8][N:9]1[CH2:18][CH2:17][C:16]2[C:11](=[CH:12][CH:13]=[C:14]([CH2:19][O:20][C:21]3[CH:26]=[CH:25][C:24]([C:27]4[CH:32]=[CH:31][CH:30]=[CH:29][CH:28]=4)=[C:23]([C:33]([F:36])([F:35])[F:34])[CH:22]=3)[CH:15]=2)[CH2:10]1)(C)(C)C.C(O)(C(F)(F)F)=O, predict the reaction product. The product is: [F:36][C:33]([F:34])([F:35])[C:23]1[CH:22]=[C:21]([O:20][CH2:19][C:14]2[CH:15]=[C:16]3[C:11](=[CH:12][CH:13]=2)[CH2:10][N:9]([CH2:8][CH2:7][C:6]([OH:37])=[O:5])[CH2:18][CH2:17]3)[CH:26]=[CH:25][C:24]=1[C:27]1[CH:28]=[CH:29][CH:30]=[CH:31][CH:32]=1. (8) Given the reactants [Br-].[CH2:2]([N+:14]1([CH3:20])[CH2:19][CH2:18][CH2:17][CH2:16][CH2:15]1)[CH2:3][CH2:4][CH2:5][CH2:6][N+:7]1([CH3:13])[CH2:12][CH2:11][CH2:10][CH2:9][CH2:8]1.[Br-].[OH-:22], predict the reaction product. The product is: [OH-:22].[CH2:6]([N+:7]1([CH3:13])[CH2:8][CH2:9][CH2:10][CH2:11][CH2:12]1)[CH2:5][CH2:4][CH2:3][CH2:2][N+:14]1([CH3:20])[CH2:15][CH2:16][CH2:17][CH2:18][CH2:19]1.[OH-:22].